From a dataset of Reaction yield outcomes from USPTO patents with 853,638 reactions. Predict the reaction yield, written as a fraction of the theoretical maximum amount of product (1.0 means a 100% yield; for example, 0.34 means a 34% yield). The reactants are [Br:1][C:2]1[C:3]([O:9][C@@H:10]([CH3:20])[CH2:11][NH:12][C:13](=[O:19])[O:14][C:15]([CH3:18])([CH3:17])[CH3:16])=[C:4]([CH2:7]O)[S:5][CH:6]=1.CS(Cl)(=O)=O.C1COCC1.N12CCCN=C1CCCCC2. The catalyst is O. The product is [Br:1][C:2]1[C:3]2[O:9][C@@H:10]([CH3:20])[CH2:11][N:12]([C:13]([O:14][C:15]([CH3:18])([CH3:17])[CH3:16])=[O:19])[CH2:7][C:4]=2[S:5][CH:6]=1. The yield is 0.670.